This data is from Forward reaction prediction with 1.9M reactions from USPTO patents (1976-2016). The task is: Predict the product of the given reaction. (1) Given the reactants [CH3:1][O:2][C:3]1[C:11]2[O:10][CH:9]([CH3:12])[CH2:8][C:7]=2[C:6]([CH3:13])=[C:5]([N:14]2[CH2:19][CH2:18][NH:17][CH2:16][CH2:15]2)[C:4]=1[CH3:20].Br[C:22]1[CH:27]=[CH:26][C:25]([O:28][CH3:29])=[C:24]([CH3:30])[CH:23]=1, predict the reaction product. The product is: [CH3:29][O:28][C:25]1[CH:26]=[CH:27][C:22]([N:17]2[CH2:18][CH2:19][N:14]([C:5]3[C:4]([CH3:20])=[C:3]([O:2][CH3:1])[C:11]4[O:10][CH:9]([CH3:12])[CH2:8][C:7]=4[C:6]=3[CH3:13])[CH2:15][CH2:16]2)=[CH:23][C:24]=1[CH3:30]. (2) Given the reactants [Si:1]([O:8][CH2:9][C:10]1[S:14][C:13]([C:15]#[N:16])=[C:12]([CH3:17])[CH:11]=1)([C:4]([CH3:7])([CH3:6])[CH3:5])([CH3:3])[CH3:2].[NH2:18][OH:19], predict the reaction product. The product is: [Si:1]([O:8][CH2:9][C:10]1[S:14][C:13]([C:15](=[N:18][OH:19])[NH2:16])=[C:12]([CH3:17])[CH:11]=1)([C:4]([CH3:7])([CH3:6])[CH3:5])([CH3:2])[CH3:3].